Dataset: Full USPTO retrosynthesis dataset with 1.9M reactions from patents (1976-2016). Task: Predict the reactants needed to synthesize the given product. (1) Given the product [Cl:1][C:2]1[N:6]2[CH:7]=[C:8]([C:15]3[CH:19]=[CH:18][O:17][CH:16]=3)[CH:9]=[C:10]([C:11]([F:12])([F:14])[F:13])[C:5]2=[N:4][C:3]=1[C:20]([N:23]1[CH2:28][CH2:27][CH:26]([N:29]2[C:30](=[O:35])[CH2:31][CH2:32][C:33]2=[O:34])[CH2:25][CH2:24]1)=[O:22], predict the reactants needed to synthesize it. The reactants are: [Cl:1][C:2]1[N:6]2[CH:7]=[C:8]([C:15]3[CH:19]=[CH:18][O:17][CH:16]=3)[CH:9]=[C:10]([C:11]([F:14])([F:13])[F:12])[C:5]2=[N:4][C:3]=1[C:20]([OH:22])=O.[NH:23]1[CH2:28][CH2:27][CH:26]([N:29]2[C:33](=[O:34])[CH2:32][CH2:31][C:30]2=[O:35])[CH2:25][CH2:24]1.CCN(C(C)C)C(C)C.CN(C(ON1N=NC2C=CC=NC1=2)=[N+](C)C)C.F[P-](F)(F)(F)(F)F. (2) Given the product [OH:17][C@H:16]1[CH2:15][NH:14][CH2:13][C@H:12]1[NH:11][C:9](=[O:10])[O:8][CH2:1][C:2]1[CH:3]=[CH:4][CH:5]=[CH:6][CH:7]=1, predict the reactants needed to synthesize it. The reactants are: [CH2:1]([O:8][C:9]([NH:11][C@H:12]1[C@@H:16]([O:17]C(C2C=CC(OC)=CC=2)(C2C=CC(OC)=CC=2)C2C=CC=CC=2)[CH2:15][N:14](C(OC(C)(C)C)=O)[CH2:13]1)=[O:10])[C:2]1[CH:7]=[CH:6][CH:5]=[CH:4][CH:3]=1. (3) Given the product [NH2:18][C:3]1[C:2]([C:26]([NH2:24])=[O:27])=[N:7][CH:6]=[C:5]([C:8]2[C:13]([C:14]([F:17])([F:16])[F:15])=[CH:12][CH:11]=[CH:10][N:9]=2)[CH:4]=1, predict the reactants needed to synthesize it. The reactants are: Cl[C:2]1[N:7]=[CH:6][C:5]([C:8]2[C:13]([C:14]([F:17])([F:16])[F:15])=[CH:12][CH:11]=[CH:10][N:9]=2)=[CH:4][C:3]=1[NH2:18].[Cl-].[NH4+].[OH-].[NH4+].C[N:24]([CH:26]=[O:27])C. (4) Given the product [CH3:23][S:20]([C:17]1[CH:18]=[CH:19][C:12]([O:11][CH2:7][C:6]2[CH:9]=[CH:10][C:3]([O:2][CH3:1])=[CH:4][CH:5]=2)=[C:13]([CH:16]=1)[CH:14]=[O:15])(=[O:21])=[O:22], predict the reactants needed to synthesize it. The reactants are: [CH3:1][O:2][C:3]1[CH:10]=[CH:9][C:6]([CH2:7]Cl)=[CH:5][CH:4]=1.[OH:11][C:12]1[CH:19]=[CH:18][C:17]([S:20]([CH3:23])(=[O:22])=[O:21])=[CH:16][C:13]=1[CH:14]=[O:15].C([O-])([O-])=O.[K+].[K+]. (5) The reactants are: [F:1][C:2]1[CH:3]=[C:4]([F:13])[C:5]2[O:10][CH2:9][C:8](=[O:11])[NH:7][C:6]=2[CH:12]=1.C([O-])([O-])=O.[Cs+].[Cs+].[Cl:20][CH2:21][CH2:22][CH2:23]I. Given the product [Cl:20][CH2:21][CH2:22][CH2:23][N:7]1[C:6]2[CH:12]=[C:2]([F:1])[CH:3]=[C:4]([F:13])[C:5]=2[O:10][CH2:9][C:8]1=[O:11], predict the reactants needed to synthesize it. (6) Given the product [F:22][C:2]([F:1])([F:21])[C:3]1[CH:8]=[CH:7][C:6]([CH:9]2[C:14]3=[N:15][S:16](=[O:19])(=[O:20])[CH2:17][CH2:18][N:13]3[CH2:12][CH2:11][CH2:10]2)=[CH:5][CH:4]=1, predict the reactants needed to synthesize it. The reactants are: [F:1][C:2]([F:22])([F:21])[C:3]1[CH:8]=[CH:7][C:6]([C:9]2[C:14]3=[N:15][S:16](=[O:20])(=[O:19])[CH2:17][CH2:18][N:13]3[CH:12]=[CH:11][CH:10]=2)=[CH:5][CH:4]=1.